From a dataset of Full USPTO retrosynthesis dataset with 1.9M reactions from patents (1976-2016). Predict the reactants needed to synthesize the given product. (1) Given the product [NH2:44][C:18]1[C:17]([C:14]2[CH:13]=[CH:12][C:11]([C:10]([OH:45])=[O:9])=[CH:16][CH:15]=2)=[C:22]([N:23]2[CH2:24][CH2:25][N:26]([CH:29]([C:34]3[CH:35]=[CH:36][C:37]([C:40]([F:43])([F:42])[F:41])=[CH:38][CH:39]=3)[CH2:30][N:31]([CH3:33])[CH3:32])[CH2:27][CH2:28]2)[N:21]=[CH:20][N:19]=1, predict the reactants needed to synthesize it. The reactants are: FC(F)(F)C(O)=O.C[O:9][C:10](=[O:45])[C:11]1[CH:16]=[CH:15][C:14]([C:17]2[C:18]([NH2:44])=[N:19][CH:20]=[N:21][C:22]=2[N:23]2[CH2:28][CH2:27][N:26]([CH:29]([C:34]3[CH:39]=[CH:38][C:37]([C:40]([F:43])([F:42])[F:41])=[CH:36][CH:35]=3)[CH2:30][N:31]([CH3:33])[CH3:32])[CH2:25][CH2:24]2)=[CH:13][CH:12]=1.O.O.[OH-].[Li+]. (2) Given the product [C:21]([O:20][C:18]([NH:17][C@H:16]([C:25]([O:27][CH:28]1[CH2:29][CH2:30][CH2:31][CH2:32]1)=[O:26])[CH2:15][CH2:14][CH2:13][CH2:12][NH2:11])=[O:19])([CH3:24])([CH3:22])[CH3:23], predict the reactants needed to synthesize it. The reactants are: C(OC([NH:11][CH2:12][CH2:13][CH2:14][CH2:15][C@@H:16]([C:25]([O:27][CH:28]1[CH2:32][CH2:31][CH2:30][CH2:29]1)=[O:26])[NH:17][C:18]([O:20][C:21]([CH3:24])([CH3:23])[CH3:22])=[O:19])=O)C1C=CC=CC=1. (3) Given the product [SH:14][CH2:13][C:12]([O:11][CH2:10][CH2:9][O:8][CH2:7][CH2:6][O:5][CH2:4][CH2:3][O:2][CH3:1])=[O:15], predict the reactants needed to synthesize it. The reactants are: [CH3:1][O:2][CH2:3][CH2:4][O:5][CH2:6][CH2:7][O:8][CH2:9][CH2:10][OH:11].[C:12](O)(=[O:15])[CH2:13][SH:14].C1(C)C=CC(S(O)(=O)=O)=CC=1.S([O-])([O-])(=O)=O.[Mg+2]. (4) Given the product [C:1]([O:4][C:5]1[CH:25]=[CH:24][C:8]([C:9]2[CH:10]([CH3:26])[O:11][C:12]3[C:17]([CH:18]=2)=[CH:16][CH:15]=[C:14]([O:19][C:20](=[O:22])[CH3:21])[C:13]=3[CH3:23])=[CH:7][CH:6]=1)(=[O:3])[CH3:2], predict the reactants needed to synthesize it. The reactants are: [C:1]([O:4][C:5]1[CH:25]=[CH:24][C:8]([C:9]2[CH2:10][O:11][C:12]3[C:17]([CH:18]=2)=[CH:16][CH:15]=[C:14]([O:19][C:20](=[O:22])[CH3:21])[C:13]=3[CH3:23])=[CH:7][CH:6]=1)(=[O:3])[CH3:2].[CH:26]1C=CC([C+](C2C=CC=CC=2)C2C=CC=CC=2)=CC=1.F[P-](F)(F)(F)(F)F.C[Zn]C. (5) Given the product [CH3:1][N:7]1[CH2:8][CH2:9][CH:10]([NH:13][C:14](=[O:42])[C:15]2[CH:16]=[CH:17][C:18]([C:21]3([C:28]4[CH:33]=[CH:32][C:31]([O:34][CH2:35][C:36]5[CH:41]=[CH:40][CH:39]=[CH:38][N:37]=5)=[CH:30][CH:29]=4)[CH2:26][CH:25]4[CH2:27][CH:22]3[CH2:23][CH2:24]4)=[CH:19][CH:20]=2)[CH2:11][CH2:12]1, predict the reactants needed to synthesize it. The reactants are: [C:1]([BH3-])#N.[Na+].C=O.[NH:7]1[CH2:12][CH2:11][CH:10]([NH:13][C:14](=[O:42])[C:15]2[CH:20]=[CH:19][C:18]([C:21]3([C:28]4[CH:33]=[CH:32][C:31]([O:34][CH2:35][C:36]5[CH:41]=[CH:40][CH:39]=[CH:38][N:37]=5)=[CH:30][CH:29]=4)[CH2:26][CH:25]4[CH2:27][CH:22]3[CH2:23][CH2:24]4)=[CH:17][CH:16]=2)[CH2:9][CH2:8]1.C(O)(=O)C. (6) Given the product [Br:21][CH2:12][C:4]1[CH:5]=[CH:6][C:7]([S:8]([CH3:11])(=[O:10])=[O:9])=[C:2]([Cl:1])[CH:3]=1, predict the reactants needed to synthesize it. The reactants are: [Cl:1][C:2]1[CH:3]=[C:4]([CH2:12]O)[CH:5]=[CH:6][C:7]=1[S:8]([CH3:11])(=[O:10])=[O:9].O1CCOCC1.P(Br)(Br)[Br:21]. (7) Given the product [ClH:40].[F:23][C:17]1[CH:18]=[CH:19][C:20]([F:22])=[CH:21][C:16]=1[C:7]1[S:6][C@@:5]([CH2:4][CH2:3][CH2:2][NH:1][C:31]([NH2:30])=[N:43][O:42][CH3:41])([C:24]2[CH:29]=[CH:28][CH:27]=[CH:26][CH:25]=2)[N:9]([C:10](=[O:15])[C@@H:11]([O:13][CH3:14])[CH3:12])[N:8]=1, predict the reactants needed to synthesize it. The reactants are: [NH2:1][CH2:2][CH2:3][CH2:4][C@:5]1([C:24]2[CH:29]=[CH:28][CH:27]=[CH:26][CH:25]=2)[N:9]([C:10](=[O:15])[C@@H:11]([O:13][CH3:14])[CH3:12])[N:8]=[C:7]([C:16]2[CH:21]=[C:20]([F:22])[CH:19]=[CH:18][C:17]=2[F:23])[S:6]1.[N:30]#[C:31]Br.C(N(CC)CC)C.[ClH:40].[CH3:41][O:42][NH2:43]. (8) Given the product [C:16]([NH:20][CH2:6][CH2:7][CH2:8][C:9]#[C:10][C:11]1[S:12][CH:13]=[CH:14][CH:15]=1)([CH3:19])([CH3:18])[CH3:17], predict the reactants needed to synthesize it. The reactants are: CS(O[CH2:6][CH2:7][CH2:8][C:9]#[C:10][C:11]1[S:12][CH:13]=[CH:14][CH:15]=1)(=O)=O.[C:16]([NH2:20])([CH3:19])([CH3:18])[CH3:17].